This data is from Forward reaction prediction with 1.9M reactions from USPTO patents (1976-2016). The task is: Predict the product of the given reaction. (1) Given the reactants [CH:1]1([C:5]2[C:13]([C:14]3[NH:24][C:17]4[CH2:18][CH2:19][N:20]([CH3:23])[CH2:21][CH2:22][C:16]=4[N:15]=3)=[CH:12][C:8]([C:9](O)=[O:10])=[C:7]([CH3:25])[CH:6]=2)[CH2:4][CH2:3][CH2:2]1.CCN=C=NCCCN(C)C.Cl.Cl.[NH:39]1[CH2:42][CH:41]([C:43]2[CH:50]=[CH:49][C:46]([C:47]#[N:48])=[CH:45][CH:44]=2)[CH2:40]1, predict the reaction product. The product is: [CH:1]1([C:5]2[C:13]([C:14]3[NH:24][C:17]4[CH2:18][CH2:19][N:20]([CH3:23])[CH2:21][CH2:22][C:16]=4[N:15]=3)=[CH:12][C:8]([C:9]([N:39]3[CH2:42][CH:41]([C:43]4[CH:50]=[CH:49][C:46]([C:47]#[N:48])=[CH:45][CH:44]=4)[CH2:40]3)=[O:10])=[C:7]([CH3:25])[CH:6]=2)[CH2:2][CH2:3][CH2:4]1. (2) Given the reactants [O:1]1[C:6]2[CH:7]=[CH:8][CH:9]=[C:10]([N:11]([CH2:15][CH2:16][OH:17])[CH2:12][CH2:13][OH:14])[C:5]=2[O:4][CH2:3][CH2:2]1.C(N(CC)CC)C.[S:25](Cl)([CH3:28])(=[O:27])=[O:26], predict the reaction product. The product is: [O:1]1[C:6]2[CH:7]=[CH:8][CH:9]=[C:10]([N:11]([CH2:15][CH2:16][O:17][S:25]([CH3:28])(=[O:27])=[O:26])[CH2:12][CH2:13][O:14][S:25]([CH3:28])(=[O:27])=[O:26])[C:5]=2[O:4][CH2:3][CH2:2]1. (3) Given the reactants [OH:1][C:2]1[CH:28]=[CH:27][C:5]([CH2:6][C@@H:7]2[CH2:12][N:11]([C:13]([O:15][C:16]([CH3:19])([CH3:18])[CH3:17])=[O:14])[CH2:10][CH2:9][N:8]2[C:20]([O:22][C:23]([CH3:26])([CH3:25])[CH3:24])=[O:21])=[CH:4][CH:3]=1.[F:29][C:30]([F:45])([F:44])[S:31](OC1C=CC([N+]([O-])=O)=CC=1)(=[O:33])=[O:32].C(=O)([O-])[O-].[K+].[K+].O, predict the reaction product. The product is: [F:29][C:30]([F:45])([F:44])[S:31]([O:1][C:2]1[CH:28]=[CH:27][C:5]([CH2:6][C@@H:7]2[CH2:12][N:11]([C:13]([O:15][C:16]([CH3:18])([CH3:19])[CH3:17])=[O:14])[CH2:10][CH2:9][N:8]2[C:20]([O:22][C:23]([CH3:26])([CH3:25])[CH3:24])=[O:21])=[CH:4][CH:3]=1)(=[O:33])=[O:32]. (4) Given the reactants COC(C1C=C(O)C2C(=C(OCC3C=CC=CC=3)C=C(C#CCOCC3C=CC=CC=3)C=2)N=1)=O.[CH3:35][O:36][C:37]([C:39]1[CH:48]=[C:47]([OH:49])[C:46]2[C:41](=[C:42]([O:58][CH3:59])[CH:43]=[C:44]([C:50]#[C:51][C:52]3[CH:57]=[CH:56][CH:55]=[CH:54][CH:53]=3)[CH:45]=2)[N:40]=1)=[O:38], predict the reaction product. The product is: [CH3:35][O:36][C:37]([C:39]1[CH:48]=[C:47]([OH:49])[C:46]2[C:41](=[C:42]([O:58][CH3:59])[CH:43]=[C:44]([CH2:50][CH2:51][C:52]3[CH:53]=[CH:54][CH:55]=[CH:56][CH:57]=3)[CH:45]=2)[N:40]=1)=[O:38]. (5) Given the reactants [C:1]([O:5][C:6]([N:8]1[CH2:12][CH2:11][CH2:10][CH:9]1[C:13]1[CH:14]=[C:15]([CH:19]=[CH:20][CH:21]=1)[C:16](O)=[O:17])=[O:7])([CH3:4])([CH3:3])[CH3:2].[NH2:22][CH2:23][CH:24]([OH:36])[CH2:25][N:26]1[CH2:35][CH2:34][C:33]2[C:28](=[CH:29][CH:30]=[CH:31][CH:32]=2)[CH2:27]1.C1N(P(Cl)(N2C(=O)OCC2)=O)C(=O)OC1.CCN(C(C)C)C(C)C, predict the reaction product. The product is: [CH2:27]1[C:28]2[C:33](=[CH:32][CH:31]=[CH:30][CH:29]=2)[CH2:34][CH2:35][N:26]1[CH2:25][CH:24]([OH:36])[CH2:23][NH:22][C:16]([C:15]1[CH:14]=[C:13]([CH:9]2[CH2:10][CH2:11][CH2:12][N:8]2[C:6]([O:5][C:1]([CH3:4])([CH3:3])[CH3:2])=[O:7])[CH:21]=[CH:20][CH:19]=1)=[O:17]. (6) Given the reactants [N:1]1[C:10]2[C:5](=[CH:6][CH:7]=[CH:8][CH:9]=2)[N:4]=[CH:3][C:2]=1[C:11]1[CH:12]=[C:13]([NH2:17])[CH:14]=[CH:15][CH:16]=1.[S:18]([CH2:22][CH2:23][C:24](O)=[O:25])(=[O:21])(=[O:20])[NH2:19].C(Cl)CCl.C1C=C2N=NN(O)C2=CC=1.O, predict the reaction product. The product is: [NH2:19][S:18]([CH2:22][CH2:23][C:24]([NH:17][C:13]1[CH:14]=[CH:15][CH:16]=[C:11]([C:2]2[CH:3]=[N:4][C:5]3[C:10](=[CH:9][CH:8]=[CH:7][CH:6]=3)[N:1]=2)[CH:12]=1)=[O:25])(=[O:21])=[O:20].